From a dataset of Full USPTO retrosynthesis dataset with 1.9M reactions from patents (1976-2016). Predict the reactants needed to synthesize the given product. The reactants are: [CH2:1]([N:8]1[C:12]([C:13]2[CH:14]=[C:15]([CH:27]=[CH:28][C:29]=2[C:30]2[N:34]([CH2:35][C:36]3[CH:41]=[CH:40][CH:39]=[CH:38][CH:37]=3)[N:33]=[N:32][N:31]=2)[O:16][C:17]2[CH:22]=[CH:21][CH:20]=[CH:19][C:18]=2[NH:23]C(=O)C)=[N:11][N:10]=[N:9]1)[C:2]1[CH:7]=[CH:6][CH:5]=[CH:4][CH:3]=1.Cl. Given the product [CH2:1]([N:8]1[C:12]([C:13]2[CH:14]=[C:15]([CH:27]=[CH:28][C:29]=2[C:30]2[N:34]([CH2:35][C:36]3[CH:41]=[CH:40][CH:39]=[CH:38][CH:37]=3)[N:33]=[N:32][N:31]=2)[O:16][C:17]2[CH:22]=[CH:21][CH:20]=[CH:19][C:18]=2[NH2:23])=[N:11][N:10]=[N:9]1)[C:2]1[CH:3]=[CH:4][CH:5]=[CH:6][CH:7]=1, predict the reactants needed to synthesize it.